Dataset: Drug-target binding data from BindingDB using Kd measurements. Task: Regression. Given a target protein amino acid sequence and a drug SMILES string, predict the binding affinity score between them. We predict pKd (pKd = -log10(Kd in M); higher means stronger binding). Dataset: bindingdb_kd. (1) The small molecule is CO[C@H]1O[C@@H](C(=O)O)[C@H](S[C@H]2O[C@@H](C(=O)O)[C@H](O[C@H]3O[C@@H](C(=O)O)[C@H](O)[C@H](O)[C@@H]3O)[C@H](O)[C@@H]2O)[C@H](O)[C@@H]1O. The target protein sequence is MTSFSSLFKLLILASATAAAPSKRATCTVKSVDDAKDIAGCSAVTLNGFTVPAGNTLVLNPDKGATVTMAGDITFAKTTLDGPLFTIDGTGINFVGADHIFDGNGALYWDGKGTNNGTHKPHPFLKIKGSGTYKKFEVLNSPAQAISVGPTDAHLTLDGITVDDFAGDTKNLGHNTDGFDVSANNVTIQNCIVKNQDDCIAINDGNNIRFENNQCSGGHGISIGSIATGKHVSNVVIKGNTVTRSMYGVRIKAQRTATSASVSGVTYDANTISGIAKYGVLISQSYPDDVGNPGTGAPFSDVNFTGGATTIKVNNAATRVTVECGNCSGNWNWSQLTVTGGKAGTIKSDKAKITGGQYLADQPASNDIEEMPAQDPNDPEDPDTAMQEAEAEEAAAGNSTTSG. The pKd is 6.7. (2) The compound is Cn1cc(C2=C(c3cn(C4CCN(Cc5ccccn5)CC4)c4ccccc34)C(=O)NC2=O)c2ccccc21. The target is PFCDPK1(Pfalciparum). The pKd is 5.0.